This data is from Catalyst prediction with 721,799 reactions and 888 catalyst types from USPTO. The task is: Predict which catalyst facilitates the given reaction. Reactant: [F:1][CH:2]([F:35])[C:3]1[CH:12]=[C:11]2[C:6]([CH2:7][CH2:8][CH2:9][N:10]2[C:13]2[C:17]3[CH2:18][NH:19][CH2:20][CH2:21][C:16]=3[N:15]([CH:22]3[CH2:27][CH2:26][NH:25][C:24](=[O:28])[CH2:23]3)[N:14]=2)=[CH:5][C:4]=1[C:29]1[CH:30]=[N:31][N:32]([CH3:34])[CH:33]=1.C(N(CC)CC)C.[C:43](OC(=O)C)(=[O:45])[CH3:44]. Product: [C:43]([N:19]1[CH2:20][CH2:21][C:16]2[N:15]([CH:22]3[CH2:27][CH2:26][NH:25][C:24](=[O:28])[CH2:23]3)[N:14]=[C:13]([N:10]3[C:11]4[C:6](=[CH:5][C:4]([C:29]5[CH:30]=[N:31][N:32]([CH3:34])[CH:33]=5)=[C:3]([CH:2]([F:1])[F:35])[CH:12]=4)[CH2:7][CH2:8][CH2:9]3)[C:17]=2[CH2:18]1)(=[O:45])[CH3:44]. The catalyst class is: 2.